Predict the reactants needed to synthesize the given product. From a dataset of Full USPTO retrosynthesis dataset with 1.9M reactions from patents (1976-2016). Given the product [C:1]([C:5]1[C:14]2[CH:13]=[C:12](/[C:15](/[CH2:16][CH3:17])=[C:29](/[F:30])\[C:27]([O:26][CH2:25][CH3:24])=[O:28])[C:11]([O:19][CH2:20][CH3:21])=[CH:10][C:9]=2[C:8]([CH3:22])([CH3:23])[CH2:7][CH:6]=1)([CH3:4])([CH3:2])[CH3:3], predict the reactants needed to synthesize it. The reactants are: [C:1]([C:5]1[C:14]2[CH:13]=[C:12]([C:15](=O)[CH2:16][CH3:17])[C:11]([O:19][CH2:20][CH3:21])=[CH:10][C:9]=2[C:8]([CH3:23])([CH3:22])[CH2:7][CH:6]=1)([CH3:4])([CH3:3])[CH3:2].[CH3:24][CH2:25][O:26][C:27]([CH:29](P(OCC)(OCC)=O)[F:30])=[O:28].C([Li])CCC.